Dataset: Peptide-MHC class I binding affinity with 185,985 pairs from IEDB/IMGT. Task: Regression. Given a peptide amino acid sequence and an MHC pseudo amino acid sequence, predict their binding affinity value. This is MHC class I binding data. (1) The peptide sequence is WSAIFFTTSL. The MHC is HLA-A02:01 with pseudo-sequence HLA-A02:01. The binding affinity (normalized) is 0.158. (2) The peptide sequence is VPRPCQKSL. The MHC is HLA-A02:03 with pseudo-sequence HLA-A02:03. The binding affinity (normalized) is 0.0847. (3) The peptide sequence is KQLEWKWGI. The MHC is BoLA-D18.4 with pseudo-sequence BoLA-D18.4. The binding affinity (normalized) is 0.223. (4) The peptide sequence is SRNKRGVFV. The MHC is Mamu-B03 with pseudo-sequence Mamu-B03. The binding affinity (normalized) is 0.298.